From a dataset of Forward reaction prediction with 1.9M reactions from USPTO patents (1976-2016). Predict the product of the given reaction. (1) Given the reactants [Cl-].O[NH3+:3].[C:4](=[O:7])([O-])[OH:5].[Na+].CS(C)=O.[CH3:13][C:14]1[N:47]=[C:17]2[N:18]([CH:41]3[CH2:46][CH2:45][O:44][CH2:43][CH2:42]3)[C:19](=[O:40])[C:20]([CH2:25][C:26]3[CH:31]=[CH:30][C:29]([C:32]4[C:33]([C:38]#[N:39])=[CH:34][CH:35]=[CH:36][CH:37]=4)=[CH:28][CH:27]=3)=[C:21]([CH2:22][CH2:23][CH3:24])[N:16]2[N:15]=1, predict the reaction product. The product is: [CH3:13][C:14]1[N:47]=[C:17]2[N:18]([CH:41]3[CH2:42][CH2:43][O:44][CH2:45][CH2:46]3)[C:19](=[O:40])[C:20]([CH2:25][C:26]3[CH:27]=[CH:28][C:29]([C:32]4[CH:37]=[CH:36][CH:35]=[CH:34][C:33]=4[C:38]4[NH:3][C:4](=[O:7])[O:5][N:39]=4)=[CH:30][CH:31]=3)=[C:21]([CH2:22][CH2:23][CH3:24])[N:16]2[N:15]=1. (2) Given the reactants [H-].[Na+].[CH2:3]([C:5]1[CH:20]=[C:8]2[C:9]([C:13](=[O:19])[CH2:14][C:15]([O:17][CH3:18])=[O:16])=[CH:10][CH:11]=[CH:12][N:7]2[N:6]=1)[CH3:4].[C:21]([O:24][CH2:25][CH2:26]Br)(=[O:23])[CH3:22].[Cl-].[NH4+], predict the reaction product. The product is: [CH2:3]([C:5]1[CH:20]=[C:8]2[C:9]([C:13](=[O:19])[CH:14]([C:15]([O:17][CH3:18])=[O:16])[CH2:22][C:21]([O:24][CH2:25][CH3:26])=[O:23])=[CH:10][CH:11]=[CH:12][N:7]2[N:6]=1)[CH3:4]. (3) The product is: [CH2:26]([O:25][C:22]1[C:21]2[C:33](=[O:49])[C@:34]3([OH:41])[C@H:18]([C@H:19]([N:50]([CH3:51])[CH3:52])[C:20]=2[O:24][N:23]=1)[CH2:17][C@H:16]1[C:36]([C:37](=[O:39])[C:38]2[C:10]([OH:9])=[CH:11][CH:12]=[C:13]([O:53][CH3:54])[C:14]=2[CH2:15]1)=[C:35]3[OH:40])[C:27]1[CH:28]=[CH:29][CH:30]=[CH:31][CH:32]=1. Given the reactants C(O)(C(F)(F)F)=O.C(=O)(OC(C)(C)C)[O:9][C:10]1[C:38]2[C:37](=[O:39])[C:36]3[C@H:16]([CH2:17][C@@H:18]4[C@:34]([O:41][Si](C(C)(C)C)(C)C)([C:35]=3[OH:40])[C:33](=[O:49])[C:21]3[C:22]([O:25][CH2:26][C:27]5[CH:32]=[CH:31][CH:30]=[CH:29][CH:28]=5)=[N:23][O:24][C:20]=3[C@H:19]4[N:50]([CH3:52])[CH3:51])[CH2:15][C:14]=2[C:13]([O:53][CH3:54])=[CH:12][CH:11]=1.OP([O-])([O-])=O.[K+].[K+], predict the reaction product. (4) The product is: [C:1]([O:5][C:6]([NH:8][CH:9]([CH2:14][C:15]1[CH:20]=[CH:19][C:18]([C:21]2[S:22][C:23]([C:26]3[CH:31]=[CH:30][C:29]([O:32][CH2:33][CH2:34][CH2:35][CH2:36][CH2:37][CH2:38][CH3:39])=[CH:28][CH:27]=3)=[CH:24][N:25]=2)=[CH:17][CH:16]=1)[C:10]([O:12][CH3:13])=[O:11])=[O:7])([CH3:2])([CH3:4])[CH3:3]. Given the reactants [C:1]([O:5][C:6]([NH:8][C:9](=[CH:14][C:15]1[CH:20]=[CH:19][C:18]([C:21]2[S:22][C:23]([C:26]3[CH:31]=[CH:30][C:29]([O:32][CH2:33][CH2:34][CH2:35][CH2:36][CH2:37][CH2:38][CH3:39])=[CH:28][CH:27]=3)=[CH:24][N:25]=2)=[CH:17][CH:16]=1)[C:10]([O:12][CH3:13])=[O:11])=[O:7])([CH3:4])([CH3:3])[CH3:2].[H][H], predict the reaction product.